This data is from Catalyst prediction with 721,799 reactions and 888 catalyst types from USPTO. The task is: Predict which catalyst facilitates the given reaction. Reactant: [CH3:1][O:2][C:3]1[CH:4]=[C:5](B(O)O)[CH:6]=[CH:7][CH:8]=1.I[C:13]1[C:21]2[C:16](=[N:17][CH:18]=[N:19][C:20]=2[NH2:22])[N:15]([CH:23]([CH3:25])[CH3:24])[N:14]=1.C([O-])([O-])=O.[Na+].[Na+]. Product: [CH:23]([N:15]1[C:16]2=[N:17][CH:18]=[N:19][C:20]([NH2:22])=[C:21]2[C:13]([C:5]2[CH:6]=[CH:7][CH:8]=[C:3]([O:2][CH3:1])[CH:4]=2)=[N:14]1)([CH3:25])[CH3:24]. The catalyst class is: 414.